Dataset: Reaction yield outcomes from USPTO patents with 853,638 reactions. Task: Predict the reaction yield, written as a fraction of the theoretical maximum amount of product (1.0 means a 100% yield; for example, 0.34 means a 34% yield). (1) The reactants are [CH2:1]([O:8][C:9](=[O:22])[NH:10][C:11]12[CH2:20][CH:15]3[CH2:16][CH:17]([CH2:19][CH:13]([C:14]3=O)[CH2:12]1)[CH2:18]2)[C:2]1[CH:7]=[CH:6][CH:5]=[CH:4][CH:3]=1.COC1C=CC(P2(SP(C3C=CC(OC)=CC=3)(=S)S2)=[S:32])=CC=1. The catalyst is C1(C)C=CC=CC=1. The product is [CH2:1]([O:8][C:9](=[O:22])[NH:10][C:11]12[CH2:20][CH:15]3[CH2:16][CH:17]([CH2:19][CH:13]([C:14]3=[S:32])[CH2:12]1)[CH2:18]2)[C:2]1[CH:7]=[CH:6][CH:5]=[CH:4][CH:3]=1. The yield is 0.540. (2) The reactants are [CH2:1]([Zn]CC)C.ClCI.[Si:9]([O:16][C:17](=[CH2:55])[CH2:18][O:19][C@H:20]1[CH2:25][CH2:24][C@H:23]([N:26]2[C:31](=[O:32])[C:30]([CH2:33][C:34]3[CH:39]=[CH:38][C:37]([C:40]4[C:41]([C:46]#[N:47])=[CH:42][CH:43]=[CH:44][CH:45]=4)=[CH:36][CH:35]=3)=[C:29]([CH2:48][CH2:49][CH3:50])[N:28]3[N:51]=[C:52]([CH3:54])[N:53]=[C:27]23)[CH2:22][CH2:21]1)([C:12]([CH3:15])([CH3:14])[CH3:13])([CH3:11])[CH3:10].[Cl-].[NH4+]. The catalyst is C(Cl)Cl. The product is [Si:9]([O:16][C:17]1([CH2:18][O:19][C@H:20]2[CH2:21][CH2:22][C@H:23]([N:26]3[C:31](=[O:32])[C:30]([CH2:33][C:34]4[CH:39]=[CH:38][C:37]([C:40]5[C:41]([C:46]#[N:47])=[CH:42][CH:43]=[CH:44][CH:45]=5)=[CH:36][CH:35]=4)=[C:29]([CH2:48][CH2:49][CH3:50])[N:28]4[N:51]=[C:52]([CH3:54])[N:53]=[C:27]34)[CH2:24][CH2:25]2)[CH2:1][CH2:55]1)([C:12]([CH3:14])([CH3:15])[CH3:13])([CH3:11])[CH3:10]. The yield is 0.520.